From a dataset of Full USPTO retrosynthesis dataset with 1.9M reactions from patents (1976-2016). Predict the reactants needed to synthesize the given product. (1) Given the product [F:21][C:15]1[CH:16]=[CH:17][C:18]([F:20])=[CH:19][C:14]=1[C:10]1[NH:11][C:12]2[O:13][C:32](=[O:33])[CH:31]([CH2:30][C:27]3[CH:28]=[CH:29][C:24]([O:23][CH3:22])=[CH:25][CH:26]=3)[CH:1]([C:2]3[CH:3]=[CH:4][CH:5]=[CH:6][CH:7]=3)[C:8]=2[N:9]=1, predict the reactants needed to synthesize it. The reactants are: [CH:1](=[C:8]1/[N:9]=[C:10]([C:14]2[CH:19]=[C:18]([F:20])[CH:17]=[CH:16][C:15]=2[F:21])[NH:11][C:12]/1=[O:13])/[C:2]1[CH:7]=[CH:6][CH:5]=[CH:4][CH:3]=1.[CH3:22][O:23][C:24]1[CH:29]=[CH:28][C:27](/[CH:30]=[CH:31]/[CH:32]=[O:33])=[CH:26][CH:25]=1. (2) Given the product [CH3:1][O:2][C:3]1[CH:4]=[CH:5][C:6]([C:7]([CH:9]2[CH2:14][CH2:13][N:12]([CH:15]3[CH2:19][CH2:18][N:17]([CH2:24][C:25]4[NH:26][C:27](=[O:35])[C:28]5[CH2:34][O:33][CH2:32][CH2:31][C:29]=5[N:30]=4)[C:16]3=[O:20])[CH2:11][CH2:10]2)=[O:8])=[CH:21][CH:22]=1, predict the reactants needed to synthesize it. The reactants are: [CH3:1][O:2][C:3]1[CH:22]=[CH:21][C:6]([C:7]([CH:9]2[CH2:14][CH2:13][N:12]([CH:15]3[CH2:19][CH2:18][NH:17][C:16]3=[O:20])[CH2:11][CH2:10]2)=[O:8])=[CH:5][CH:4]=1.Cl[CH2:24][C:25]1[NH:26][C:27](=[O:35])[C:28]2[CH2:34][O:33][CH2:32][CH2:31][C:29]=2[N:30]=1.[H-].[Na+]. (3) Given the product [CH3:16][CH:14]([C:10]1[CH:9]=[C:8]([NH:7][C:5](=[O:6])[C:4]2[CH:17]=[CH:18][CH:19]=[C:2]([NH:1][C:22]3[C:27]([C:28]4[CH:33]=[CH:32][N:31]=[CH:30][N:29]=4)=[CH:26][CH:25]=[CH:24][N:23]=3)[CH:3]=2)[CH:13]=[CH:12][CH:11]=1)[CH3:15], predict the reactants needed to synthesize it. The reactants are: [NH2:1][C:2]1[CH:3]=[C:4]([CH:17]=[CH:18][C:19]=1C)[C:5]([NH:7][C:8]1[CH:13]=[CH:12][CH:11]=[C:10]([CH:14]([CH3:16])[CH3:15])[CH:9]=1)=[O:6].Cl[C:22]1[C:27]([C:28]2[CH:33]=[CH:32][N:31]=[CH:30][N:29]=2)=[CH:26][CH:25]=[CH:24][N:23]=1.N(CC)(CC)CC.FC(C(O)=O)(F)F. (4) Given the product [OH:1][C:2]1[C:11]2[C:6](=[C:7]([C:12]([O:14][CH2:26][CH3:27])=[O:13])[CH:8]=[CH:9][CH:10]=2)[N:5]=[CH:4][N:3]=1, predict the reactants needed to synthesize it. The reactants are: [OH:1][C:2]1[C:11]2[C:6](=[C:7]([C:12]([OH:14])=[O:13])[CH:8]=[CH:9][CH:10]=2)[N:5]=[CH:4][N:3]=1.OS(O)(=O)=O.O.C([O-])(O)=O.[Na+].[CH2:26](O)[CH3:27]. (5) The reactants are: C(N(CC)CC)C.[C:8]([C:12]1[CH:13]=[C:14]([NH:24][C:25](OC2C=CC=CC=2)=[O:26])[C:15]([O:22][CH3:23])=[C:16]([CH:21]=1)[C:17]([O:19][CH3:20])=[O:18])([CH3:11])([CH3:10])[CH3:9].[NH2:34][C:35]1[C:44]2[C:39](=[CH:40][CH:41]=[CH:42][CH:43]=2)[C:38]([O:45][C:46]2[CH:51]=[CH:50][N:49]=[C:48]([NH:52][C:53]3[CH:58]=[CH:57][CH:56]=[CH:55][CH:54]=3)[CH:47]=2)=[CH:37][CH:36]=1. Given the product [C:8]([C:12]1[CH:13]=[C:14]([NH:24][C:25]([NH:34][C:35]2[C:44]3[C:39](=[CH:40][CH:41]=[CH:42][CH:43]=3)[C:38]([O:45][C:46]3[CH:51]=[CH:50][N:49]=[C:48]([NH:52][C:53]4[CH:54]=[CH:55][CH:56]=[CH:57][CH:58]=4)[CH:47]=3)=[CH:37][CH:36]=2)=[O:26])[C:15]([O:22][CH3:23])=[C:16]([CH:21]=1)[C:17]([O:19][CH3:20])=[O:18])([CH3:9])([CH3:10])[CH3:11], predict the reactants needed to synthesize it. (6) Given the product [NH2:38][C:27]1[N:1]=[C:2]2[CH:3]=[CH:4][C:5]([O:8][C:9]3[CH:10]=[C:11]([NH:16][C:17](=[O:23])[O:18][C:19]([CH3:20])([CH3:22])[CH3:21])[CH:12]=[CH:13][C:14]=3[CH3:15])=[CH:6][N:7]2[N:24]=1, predict the reactants needed to synthesize it. The reactants are: [NH2:1][C:2]1[N:7]=[CH:6][C:5]([O:8][C:9]2[CH:10]=[C:11]([NH:16][C:17](=[O:23])[O:18][C:19]([CH3:22])([CH3:21])[CH3:20])[CH:12]=[CH:13][C:14]=2[CH3:15])=[CH:4][CH:3]=1.[N:24]([C:27](OCC)=O)=C=S.[Cl-].O[NH3+].C([N:38](CC)C(C)C)(C)C. (7) Given the product [CH3:10][O:11][C:12]1[CH:17]=[CH:16][C:15]([S:18][C:2]2[CH:9]=[CH:8][C:5]([C:6]#[N:7])=[CH:4][CH:3]=2)=[CH:14][CH:13]=1, predict the reactants needed to synthesize it. The reactants are: F[C:2]1[CH:9]=[CH:8][C:5]([C:6]#[N:7])=[CH:4][CH:3]=1.[CH3:10][O:11][C:12]1[CH:17]=[CH:16][C:15]([SH:18])=[CH:14][CH:13]=1.C([O-])([O-])=O.[Cs+].[Cs+].O. (8) Given the product [CH2:1]([O:3][C:4]([C:6]1[CH2:23][N:10]2[CH2:11][CH2:12][C:13]3[C:18]([CH:9]2[CH2:8][C:7]=1[NH2:29])=[CH:17][C:16]([O:19][CH3:20])=[C:15]([O:21][CH3:22])[CH:14]=3)=[O:5])[CH3:2], predict the reactants needed to synthesize it. The reactants are: [CH2:1]([O:3][C:4]([CH:6]1[CH2:23][N:10]2[CH2:11][CH2:12][C:13]3[C:18]([CH:9]2[CH2:8][C:7]1=O)=[CH:17][C:16]([O:19][CH3:20])=[C:15]([O:21][CH3:22])[CH:14]=3)=[O:5])[CH3:2].C([O-])(=O)C.[NH4+:29].